Dataset: Forward reaction prediction with 1.9M reactions from USPTO patents (1976-2016). Task: Predict the product of the given reaction. (1) Given the reactants [CH3:1][C:2]1([CH3:14])[O:6][C@@H:5]([CH2:7][N:8]2[CH:12]=[C:11]([I:13])[CH:10]=[N:9]2)[CH2:4][O:3]1.[CH2:15]1COCC1.[Li+].CC([N-]C(C)C)C.C1CCCCC1.CI.[NH4+].[Cl-], predict the reaction product. The product is: [CH3:1][C:2]1([CH3:14])[O:6][C@@H:5]([CH2:7][N:8]2[C:12]([CH3:15])=[C:11]([I:13])[CH:10]=[N:9]2)[CH2:4][O:3]1. (2) Given the reactants Cl[C:2]1[N:7]=[C:6]([N:8]([CH:18]2[CH2:20][CH2:19]2)CC2C=CC(OC)=CC=2)[C:5]2=[N:21][CH:22]=[C:23]([C:24]#[N:25])[N:4]2[N:3]=1.C(=O)([O-])[O-].[Cs+].[Cs+].CC1(C)C2C(=C(P(C3C=CC=CC=3)C3C=CC=CC=3)C=CC=2)OC2C(P(C3C=CC=CC=3)C3C=CC=CC=3)=CC=CC1=2.[NH2:74][C:75]1[C:76]([Cl:92])=[CH:77][C:78]([CH2:83][CH2:84][CH2:85][N:86]2[CH2:91][CH2:90][O:89][CH2:88][CH2:87]2)=[C:79]([CH:82]=1)[C:80]#[N:81], predict the reaction product. The product is: [Cl:92][C:76]1[CH:77]=[C:78]([CH2:83][CH2:84][CH2:85][N:86]2[CH2:91][CH2:90][O:89][CH2:88][CH2:87]2)[C:79]([C:80]#[N:81])=[CH:82][C:75]=1[NH:74][C:2]1[N:7]=[C:6]([NH:8][CH:18]2[CH2:19][CH2:20]2)[C:5]2=[N:21][CH:22]=[C:23]([C:24]#[N:25])[N:4]2[N:3]=1. (3) Given the reactants C[O:2][C:3](=[O:43])[CH2:4][CH2:5][NH:6][C:7](=[O:42])[C:8]1[CH:13]=[CH:12][C:11]([CH:14]2[CH:16]([C:17](=[O:29])[C:18]3[CH:23]=[CH:22][C:21]([O:24][C:25]([F:28])([F:27])[F:26])=[CH:20][CH:19]=3)[CH:15]2[C:30]2[CH:35]=[CH:34][C:33]([CH:36]3[CH2:41][CH2:40][CH2:39][CH2:38][CH2:37]3)=[CH:32][CH:31]=2)=[CH:10][CH:9]=1.[OH-].[Na+], predict the reaction product. The product is: [CH:36]1([C:33]2[CH:32]=[CH:31][C:30]([CH:15]3[CH:16]([C:17](=[O:29])[C:18]4[CH:23]=[CH:22][C:21]([O:24][C:25]([F:27])([F:26])[F:28])=[CH:20][CH:19]=4)[CH:14]3[C:11]3[CH:10]=[CH:9][C:8]([C:7]([NH:6][CH2:5][CH2:4][C:3]([OH:43])=[O:2])=[O:42])=[CH:13][CH:12]=3)=[CH:35][CH:34]=2)[CH2:41][CH2:40][CH2:39][CH2:38][CH2:37]1. (4) Given the reactants [CH2:1]1[C:9]2[N:8]3[CH:10]=[C:11]([NH2:13])[N:12]=[C:7]3[CH:6]=[CH:5][C:4]=2[O:3][CH2:2]1.[C:14]([C:18]1[CH:26]=[CH:25][C:21]([C:22](Cl)=[O:23])=[CH:20][CH:19]=1)([CH3:17])([CH3:16])[CH3:15].C(N(CC)CC)C, predict the reaction product. The product is: [C:14]([C:18]1[CH:19]=[CH:20][C:21]([C:22]([NH:13][C:11]2[N:12]=[C:7]3[CH:6]=[CH:5][C:4]4[O:3][CH2:2][CH2:1][C:9]=4[N:8]3[CH:10]=2)=[O:23])=[CH:25][CH:26]=1)([CH3:17])([CH3:15])[CH3:16]. (5) Given the reactants [CH2:1]([NH2:8])[C:2]1[CH:7]=[CH:6][CH:5]=[CH:4][CH:3]=1.[Br:9][C:10]1[CH:11]=[C:12]([S:16](Cl)(=[O:18])=[O:17])[CH:13]=[CH:14][CH:15]=1.O, predict the reaction product. The product is: [CH2:1]([NH:8][S:16]([C:12]1[CH:13]=[CH:14][CH:15]=[C:10]([Br:9])[CH:11]=1)(=[O:18])=[O:17])[C:2]1[CH:7]=[CH:6][CH:5]=[CH:4][CH:3]=1. (6) Given the reactants [C:1]1([CH2:7][C:8]([N:10]2[CH2:15][CH2:14][N:13]([CH2:16][CH2:17][CH2:18][C:19]3([C:32]([O:34]C)=[O:33])[C:31]4[CH:30]=[CH:29][CH:28]=[CH:27][C:26]=4[C:25]4[C:20]3=[CH:21][CH:22]=[CH:23][CH:24]=4)[CH2:12][CH2:11]2)=[O:9])[CH:6]=[CH:5][CH:4]=[CH:3][CH:2]=1.[OH-].[Na+], predict the reaction product. The product is: [C:1]1([CH2:7][C:8]([N:10]2[CH2:15][CH2:14][N:13]([CH2:16][CH2:17][CH2:18][C:19]3([C:32]([OH:34])=[O:33])[C:31]4[CH:30]=[CH:29][CH:28]=[CH:27][C:26]=4[C:25]4[C:20]3=[CH:21][CH:22]=[CH:23][CH:24]=4)[CH2:12][CH2:11]2)=[O:9])[CH:6]=[CH:5][CH:4]=[CH:3][CH:2]=1.